Dataset: NCI-60 drug combinations with 297,098 pairs across 59 cell lines. Task: Regression. Given two drug SMILES strings and cell line genomic features, predict the synergy score measuring deviation from expected non-interaction effect. (1) Drug 1: CN1C(=O)N2C=NC(=C2N=N1)C(=O)N. Drug 2: C(CC(=O)O)C(=O)CN.Cl. Cell line: HT29. Synergy scores: CSS=1.31, Synergy_ZIP=-1.34, Synergy_Bliss=-5.21, Synergy_Loewe=-1.34, Synergy_HSA=-5.67. (2) Drug 1: CC(C1=C(C=CC(=C1Cl)F)Cl)OC2=C(N=CC(=C2)C3=CN(N=C3)C4CCNCC4)N. Synergy scores: CSS=19.0, Synergy_ZIP=-0.0498, Synergy_Bliss=-1.52, Synergy_Loewe=-43.7, Synergy_HSA=-2.89. Drug 2: C(=O)(N)NO. Cell line: K-562. (3) Drug 1: CNC(=O)C1=CC=CC=C1SC2=CC3=C(C=C2)C(=NN3)C=CC4=CC=CC=N4. Drug 2: C1CN(P(=O)(OC1)NCCCl)CCCl. Cell line: K-562. Synergy scores: CSS=40.0, Synergy_ZIP=-0.234, Synergy_Bliss=1.54, Synergy_Loewe=-63.2, Synergy_HSA=0.249. (4) Drug 1: C1CCC(C1)C(CC#N)N2C=C(C=N2)C3=C4C=CNC4=NC=N3. Drug 2: CCCCC(=O)OCC(=O)C1(CC(C2=C(C1)C(=C3C(=C2O)C(=O)C4=C(C3=O)C=CC=C4OC)O)OC5CC(C(C(O5)C)O)NC(=O)C(F)(F)F)O. Cell line: SR. Synergy scores: CSS=60.8, Synergy_ZIP=1.15, Synergy_Bliss=7.85, Synergy_Loewe=-4.67, Synergy_HSA=6.87. (5) Drug 1: COC1=CC(=CC(=C1O)OC)C2C3C(COC3=O)C(C4=CC5=C(C=C24)OCO5)OC6C(C(C7C(O6)COC(O7)C8=CC=CS8)O)O. Drug 2: CC1=C(C=C(C=C1)C(=O)NC2=CC(=CC(=C2)C(F)(F)F)N3C=C(N=C3)C)NC4=NC=CC(=N4)C5=CN=CC=C5. Cell line: K-562. Synergy scores: CSS=68.8, Synergy_ZIP=-9.57, Synergy_Bliss=-11.4, Synergy_Loewe=-7.52, Synergy_HSA=-4.72.